This data is from Reaction yield outcomes from USPTO patents with 853,638 reactions. The task is: Predict the reaction yield, written as a fraction of the theoretical maximum amount of product (1.0 means a 100% yield; for example, 0.34 means a 34% yield). (1) The reactants are [CH3:1][O:2][C:3](=[O:25])/[CH:4]=[CH:5]/[C:6]1[CH:11]=[CH:10][C:9]([CH2:12][NH:13][CH2:14][CH2:15][C:16]2[C:24]3[C:19](=[CH:20][CH:21]=[CH:22][CH:23]=3)[NH:18][CH:17]=2)=[CH:8][CH:7]=1.[CH3:26][C:27]([CH3:29])=O. The catalyst is CN(C)C=O.C(OCC)(=O)C.Cl[Ti](Cl)(Cl)Cl. The product is [CH3:1][O:2][C:3](=[O:25])/[CH:4]=[CH:5]/[C:6]1[CH:11]=[CH:10][C:9]([CH2:12][N:13]2[CH2:14][CH2:15][C:16]3[C:24]4[C:19](=[CH:20][CH:21]=[CH:22][CH:23]=4)[NH:18][C:17]=3[C:27]2([CH3:29])[CH3:26])=[CH:8][CH:7]=1. The yield is 0.360. (2) The reactants are [O:1]=[C:2]([C:7]1[CH:12]=[C:11]([O:13][CH3:14])[C:10]([O:15][CH3:16])=[C:9]([O:17][CH3:18])[CH:8]=1)[CH2:3][C:4]([OH:6])=[O:5].[CH3:19][O:20][C:21]1[CH:22]=[C:23](O)[CH:24]=[CH:25][CH:26]=1.C(Cl)Cl. No catalyst specified. The product is [O:1]=[C:2]([C:7]1[CH:8]=[C:9]([O:17][CH3:18])[C:10]([O:15][CH3:16])=[C:11]([O:13][CH3:14])[CH:12]=1)[CH2:3][C:4]([O:6][C:25]1[CH:24]=[CH:23][CH:22]=[C:21]([O:20][CH3:19])[CH:26]=1)=[O:5]. The yield is 0.490. (3) The reactants are P(Cl)(Cl)(Cl)=O.[CH3:6][N:7]1[C:15]2[C:10](=[CH:11][CH:12]=[CH:13][CH:14]=2)[C:9]([CH3:16])=[CH:8]1.[C:17]([O-])(=[O:19])C.[Na+]. The catalyst is CN(C=O)C. The product is [CH3:6][N:7]1[C:15]2[C:10](=[CH:11][CH:12]=[CH:13][CH:14]=2)[C:9]([CH3:16])=[C:8]1[CH:17]=[O:19]. The yield is 0.970.